Dataset: Reaction yield outcomes from USPTO patents with 853,638 reactions. Task: Predict the reaction yield, written as a fraction of the theoretical maximum amount of product (1.0 means a 100% yield; for example, 0.34 means a 34% yield). (1) The reactants are [OH:1][CH2:2][C:3]([NH:6][C:7](=[O:16])[C:8]1[CH:13]=[CH:12][C:11]([F:14])=[CH:10][C:9]=1[F:15])([CH3:5])[CH3:4].C(N(CC)CC)C.O. The catalyst is CS(C)=O. The product is [CH:2]([C:3]([NH:6][C:7](=[O:16])[C:8]1[CH:13]=[CH:12][C:11]([F:14])=[CH:10][C:9]=1[F:15])([CH3:5])[CH3:4])=[O:1]. The yield is 0.820. (2) The reactants are [CH:1]1[C:10]2[C:5](=[CH:6][CH:7]=[CH:8][CH:9]=2)[CH:4]=[C:3]([NH2:11])[N:2]=1.[Cl:12]N1C(=O)CCC1=O. The catalyst is CO. The product is [Cl:12][C:4]1[C:5]2[C:10](=[CH:9][CH:8]=[CH:7][CH:6]=2)[CH:1]=[N:2][C:3]=1[NH2:11]. The yield is 0.840. (3) The reactants are [H-].[Na+].[I-].[CH3:4][S+](C)(C)=O.[C:9]1([CH2:15][N:16]2[CH2:20][CH:19]=[C:18]([C:21]3[CH:26]=[CH:25][C:24]([C:27]([F:30])([F:29])[F:28])=[CH:23][N:22]=3)[CH2:17]2)[CH:14]=[CH:13][CH:12]=[CH:11][CH:10]=1.[Cl-].[NH4+]. The catalyst is CS(C)=O. The product is [C:9]1([CH2:15][N:16]2[CH2:20][CH:19]3[C:18]([C:21]4[CH:26]=[CH:25][C:24]([C:27]([F:29])([F:30])[F:28])=[CH:23][N:22]=4)([CH2:4]3)[CH2:17]2)[CH:14]=[CH:13][CH:12]=[CH:11][CH:10]=1. The yield is 0.890. (4) The reactants are [NH2:1][C:2]1[C:3]([OH:8])=[N:4][CH:5]=[CH:6][CH:7]=1.Cl[CH2:10][C:11](Cl)=[O:12].C(=O)([O-])[O-].[K+].[K+]. The catalyst is C(#N)C. The product is [NH:1]1[C:11](=[O:12])[CH2:10][O:8][C:3]2[N:4]=[CH:5][CH:6]=[CH:7][C:2]1=2. The yield is 0.280. (5) The reactants are [C:1]([C:4]1[C:5]([OH:27])=[C:6]([CH2:13][N:14]2[CH2:19][CH2:18][N:17]([C:20]([O:22][C:23]([CH3:26])([CH3:25])[CH3:24])=[O:21])[CH2:16][CH2:15]2)[C:7]2[O:11][CH2:10][O:9][C:8]=2[CH:12]=1)(=[O:3])[CH3:2].[C:28](OC(=O)C)(=[O:30])[CH3:29]. The catalyst is N1C=CC=CC=1.CN(C)C1C=CN=CC=1. The product is [C:28]([O:27][C:5]1[C:4]([C:1](=[O:3])[CH3:2])=[CH:12][C:8]2[O:9][CH2:10][O:11][C:7]=2[C:6]=1[CH2:13][N:14]1[CH2:15][CH2:16][N:17]([C:20]([O:22][C:23]([CH3:26])([CH3:25])[CH3:24])=[O:21])[CH2:18][CH2:19]1)(=[O:30])[CH3:29]. The yield is 0.870.